This data is from Catalyst prediction with 721,799 reactions and 888 catalyst types from USPTO. The task is: Predict which catalyst facilitates the given reaction. (1) Reactant: [CH2:1]([C:3]1[N:4]([C:28]2[CH:33]=[CH:32][C:31]([OH:34])=[CH:30][CH:29]=2)[C:5](=[O:27])[C:6]([CH2:12][C:13]2[CH:18]=[CH:17][C:16]([C:19]3[C:20]([C:25]#[N:26])=[CH:21][CH:22]=[CH:23][CH:24]=3)=[CH:15][CH:14]=2)=[C:7]([CH2:9][CH2:10][CH3:11])[N:8]=1)[CH3:2].[CH3:35][C:36]1([CH3:43])[CH2:41][CH:40](O)[CH2:39][CH2:38][O:37]1.C1(P(C2C=CC=CC=2)C2C=CC=CC=2)C=CC=CC=1.[N:64]([C:65]([O:67]C(C)C)=[O:66])=[N:64][C:65]([O:67]C(C)C)=[O:66]. Product: [CH3:35][C:36]1([CH3:43])[CH2:41][CH:40]([O:34][C:31]2[CH:32]=[CH:33][C:28]([N:4]3[C:5](=[O:27])[C:6]([CH2:12][C:13]4[CH:18]=[CH:17][C:16]([C:19]5[CH:24]=[CH:23][CH:22]=[CH:21][C:20]=5[C:25]5[NH:64][C:65](=[O:66])[O:67][N:26]=5)=[CH:15][CH:14]=4)=[C:7]([CH2:9][CH2:10][CH3:11])[N:8]=[C:3]3[CH2:1][CH3:2])=[CH:29][CH:30]=2)[CH2:39][CH2:38][O:37]1. The catalyst class is: 30. (2) Reactant: P12(SP3(SP(SP(S3)(S1)=S)(=S)S2)=S)=[S:2].[Cl:15][C:16]1[N:20]([CH3:21])[N:19]=[C:18]([CH:22]([F:24])[F:23])[C:17]=1[C:25]([NH:27][C:28]1[CH:36]=[CH:35][CH:34]=[C:33]2[C:29]=1[CH2:30][CH:31]([CH:39]([CH3:41])[CH3:40])[C:32]2([CH3:38])[CH3:37])=O. Product: [Cl:15][C:16]1[N:20]([CH3:21])[N:19]=[C:18]([CH:22]([F:24])[F:23])[C:17]=1[C:25](=[S:2])[NH:27][C:28]1[CH:36]=[CH:35][CH:34]=[C:33]2[C:29]=1[CH2:30][CH:31]([CH:39]([CH3:41])[CH3:40])[C:32]2([CH3:38])[CH3:37]. The catalyst class is: 12. (3) Reactant: [CH3:1][NH:2][CH2:3][CH2:4][C@H:5]([O:11][C:12]1[C:21]2[C:16](=[CH:17][CH:18]=[CH:19][CH:20]=2)[CH:15]=[CH:14][CH:13]=1)[C:6]1[S:10][CH:9]=[CH:8][CH:7]=1.[ClH:22]. Product: [CH3:1][NH:2][CH2:3][CH2:4][C@H:5]([O:11][C:12]1[C:21]2[C:16](=[CH:17][CH:18]=[CH:19][CH:20]=2)[CH:15]=[CH:14][CH:13]=1)[C:6]1[S:10][CH:9]=[CH:8][CH:7]=1.[ClH:22]. The catalyst class is: 6. (4) Reactant: I[C:2]1[S:6][C:5]([C:7]([O:9][CH3:10])=[O:8])=[CH:4][CH:3]=1.C([Mg]Cl)(C)C.[F:16][C:17]1[CH:22]=[CH:21][C:20]([C:23]2[N:24]=[CH:25][N:26]3[C:35]=2[CH:34]=[C:33]2[C@@:28]([CH3:38])([C@@H:29]([CH:36]=[O:37])[CH2:30][CH2:31][CH2:32]2)[CH2:27]3)=[CH:19][CH:18]=1.[Cl-].[NH4+]. Product: [F:16][C:17]1[CH:22]=[CH:21][C:20]([C:23]2[N:24]=[CH:25][N:26]3[C:35]=2[CH:34]=[C:33]2[C@@:28]([CH3:38])([C@@H:29]([CH:36]([OH:37])[C:2]4[S:6][C:5]([C:7]([O:9][CH3:10])=[O:8])=[CH:4][CH:3]=4)[CH2:30][CH2:31][CH2:32]2)[CH2:27]3)=[CH:19][CH:18]=1. The catalyst class is: 1. (5) Reactant: [CH3:1][C:2]([CH3:46])=[CH:3][CH2:4][CH2:5][C@@:6]1([CH3:45])[O:15][C:14]2[C:13]([CH2:16][CH:17]=[C:18]([CH3:20])[CH3:19])=[C:12]3[O:21][C@@:22]45[C@@:32]6([CH2:37]/[CH:38]=[C:39](\[C:41]([OH:43])=[O:42])/[CH3:40])[O:33][C:34]([CH3:36])([CH3:35])[C@@H:23]4[CH2:24][C@H:25]([C:30]6=[O:31])[CH:26]=[C:27]5[C:28](=[O:29])[C:11]3=[C:10]([OH:44])[C:9]=2[CH:8]=[CH:7]1.[CH2:47](Cl)CCl.CO.O. Product: [CH3:1][C:2]([CH3:46])=[CH:3][CH2:4][CH2:5][C@@:6]1([CH3:45])[O:15][C:14]2[C:9](=[C:10]([OH:44])[C:11]3[C:28](=[O:29])[C:27]4[C@@:22]5([C@@:32]6([CH2:37]/[CH:38]=[C:39](\[C:41]([O:43][CH3:47])=[O:42])/[CH3:40])[O:33][C:34]([CH3:35])([CH3:36])[C@@H:23]5[CH2:24][C@H:25]([C:30]6=[O:31])[CH:26]=4)[O:21][C:12]=3[C:13]=2[CH2:16][CH:17]=[C:18]([CH3:19])[CH3:20])[CH:8]=[CH:7]1. The catalyst class is: 251.